Dataset: Catalyst prediction with 721,799 reactions and 888 catalyst types from USPTO. Task: Predict which catalyst facilitates the given reaction. (1) Reactant: [CH:1]([N:4]1[CH2:9][CH2:8][N:7]([C:10]2[CH:15]=[C:14]([NH:16]C(=O)C)[CH:13]=[CH:12][N:11]=2)[CH2:6][CH2:5]1)([CH3:3])[CH3:2].Cl. Product: [CH:1]([N:4]1[CH2:5][CH2:6][N:7]([C:10]2[CH:15]=[C:14]([NH2:16])[CH:13]=[CH:12][N:11]=2)[CH2:8][CH2:9]1)([CH3:3])[CH3:2]. The catalyst class is: 12. (2) The catalyst class is: 342. Product: [Br:1][C:2]1[CH:3]=[CH:4][C:5]([C:8]2[NH:38][C:11]([CH:12]([C:20]3[CH:21]=[CH:22][C:23]([S:26]([CH:29]4[CH2:31][CH2:30]4)(=[O:27])=[O:28])=[CH:24][CH:25]=3)[CH2:13][CH:14]3[CH2:15][CH2:16][O:17][CH2:18][CH2:19]3)=[CH:10][CH:9]=2)=[N:6][CH:7]=1. Reactant: [Br:1][C:2]1[CH:3]=[CH:4][C:5]([C:8](=O)[CH2:9][CH2:10][C:11](=O)[CH:12]([C:20]2[CH:25]=[CH:24][C:23]([S:26]([CH:29]3[CH2:31][CH2:30]3)(=[O:28])=[O:27])=[CH:22][CH:21]=2)[CH2:13][CH:14]2[CH2:19][CH2:18][O:17][CH2:16][CH2:15]2)=[N:6][CH:7]=1.C([O-])(=O)C.[NH4+:38]. (3) Reactant: [Cl-].[NH4+].[N-:3]=[N+:4]=[N-:5].[Na+].[CH:7]([C:10]1[C:18]2[C:13](=[CH:14][CH:15]=[C:16]([O:19][C:20]3[C:25]([C:26]([F:29])([F:28])[F:27])=[CH:24][C:23]([CH2:30][C:31]#[N:32])=[CH:22][C:21]=3[C:33]([F:36])([F:35])[F:34])[CH:17]=2)[NH:12][CH:11]=1)([CH3:9])[CH3:8]. Product: [CH:7]([C:10]1[C:18]2[C:13](=[CH:14][CH:15]=[C:16]([O:19][C:20]3[C:25]([C:26]([F:27])([F:29])[F:28])=[CH:24][C:23]([CH2:30][C:31]4[NH:32][N:5]=[N:4][N:3]=4)=[CH:22][C:21]=3[C:33]([F:36])([F:34])[F:35])[CH:17]=2)[NH:12][CH:11]=1)([CH3:9])[CH3:8]. The catalyst class is: 9. (4) Reactant: [Cl:1][C:2]1[CH:3]=[C:4]([CH:7]=[CH:8][CH:9]=1)[CH2:5]Cl.[H-].[Na+].[F:12][C:13]([F:22])([F:21])[CH2:14][CH2:15][CH:16]([C:19]#[N:20])[C:17]#[N:18]. Product: [Cl:1][C:2]1[CH:3]=[C:4]([CH:7]=[CH:8][CH:9]=1)[CH2:5][C:16]([CH2:15][CH2:14][C:13]([F:12])([F:21])[F:22])([C:17]#[N:18])[C:19]#[N:20]. The catalyst class is: 9. (5) The catalyst class is: 762. Reactant: Br[C:2]1[CH:7]=[C:6]([CH3:8])[CH:5]=[C:4]([CH3:9])[C:3]=1[OH:10].[S:11]1[CH:15]=[CH:14][CH:13]=[C:12]1B(O)O.C(=O)([O-])[O-].[Na+].[Na+]. Product: [CH3:9][C:4]1[CH:5]=[C:6]([CH3:8])[CH:7]=[C:2]([C:12]2[S:11][CH:15]=[CH:14][CH:13]=2)[C:3]=1[OH:10]. (6) Reactant: Br[C:2]1[CH:3]=[CH:4][C:5]([CH2:8][NH:9][C:10](=[O:14])[CH2:11][O:12][CH3:13])=[N:6][CH:7]=1.CC1(C)C(C)(C)[O:19][B:18](B2OC(C)(C)C(C)(C)O2)[O:17]1.C([O-])(=O)C.[K+].B(O)O. Product: [CH3:13][O:12][CH2:11][C:10]([NH:9][CH2:8][C:5]1[N:6]=[CH:7][C:2]([B:18]([OH:19])[OH:17])=[CH:3][CH:4]=1)=[O:14]. The catalyst class is: 12. (7) Product: [C:6]([C:7]1[CH:12]=[CH:11][C:10]([C:13](=[O:15])[CH3:14])=[CH:9][CH:8]=1)#[CH:5]. Reactant: C[Si]([C:5]#[C:6][C:7]1[CH:12]=[CH:11][C:10]([C:13](=[O:15])[CH3:14])=[CH:9][CH:8]=1)(C)C.C(=O)([O-])[O-].[K+].[K+]. The catalyst class is: 5. (8) The catalyst class is: 7. Reactant: [Cl:1][C:2]1[CH:3]=[C:4]2[C:9](=[CH:10][C:11]=1[O:12][C:13]1[CH:18]=[CH:17][C:16]([C:19](=[O:34])[NH:20][CH2:21][CH2:22][C:23]3[CH:28]=[CH:27][C:26]([S:29][C:30]([F:33])([F:32])[F:31])=[CH:25][CH:24]=3)=[CH:15][CH:14]=1)[O:8][CH2:7][CH2:6][CH:5]2[C:35]([OH:37])=[O:36].C[O-].[Na+:40]. Product: [Cl:1][C:2]1[CH:3]=[C:4]2[C:9](=[CH:10][C:11]=1[O:12][C:13]1[CH:18]=[CH:17][C:16]([C:19](=[O:34])[NH:20][CH2:21][CH2:22][C:23]3[CH:28]=[CH:27][C:26]([S:29][C:30]([F:31])([F:33])[F:32])=[CH:25][CH:24]=3)=[CH:15][CH:14]=1)[O:8][CH2:7][CH2:6][CH:5]2[C:35]([O-:37])=[O:36].[Na+:40].